This data is from Forward reaction prediction with 1.9M reactions from USPTO patents (1976-2016). The task is: Predict the product of the given reaction. (1) Given the reactants C.[F:2][C:3]1[CH:8]=[CH:7][CH:6]=[CH:5][C:4]=1[C:9]1[C:14]([OH:15])=[C:13]([N+:16]([O-])=O)[CH:12]=[C:11]([C:19]#[N:20])[CH:10]=1.NN, predict the reaction product. The product is: [NH2:16][C:13]1[CH:12]=[C:11]([C:19]#[N:20])[CH:10]=[C:9]([C:4]2[CH:5]=[CH:6][CH:7]=[CH:8][C:3]=2[F:2])[C:14]=1[OH:15]. (2) The product is: [I:32][C:2]1[CH:10]=[C:9]2[C:5]([CH2:6][N:7]([C:11]([O:13][CH2:14][C:15]3[CH:20]=[CH:19][CH:18]=[CH:17][CH:16]=3)=[O:12])[CH2:8]2)=[CH:4][C:3]=1[C:21]([O:23][CH3:24])=[O:22]. Given the reactants N[C:2]1[CH:10]=[C:9]2[C:5]([CH2:6][N:7]([C:11]([O:13][CH2:14][C:15]3[CH:20]=[CH:19][CH:18]=[CH:17][CH:16]=3)=[O:12])[CH2:8]2)=[CH:4][C:3]=1[C:21]([O:23][CH3:24])=[O:22].N(OC(C)(C)C)=O.[I:32]I, predict the reaction product. (3) The product is: [CH:62]1[C:63]2[CH:51]([CH2:50][O:49][C:47](=[O:48])[N:15]([CH2:16][C:2]3[CH:11]=[CH:10][C:9]4[CH2:8][CH:7]([NH:12][C:42]([O:45][C:65]([CH3:66])([CH3:69])[CH3:30])=[O:44])[CH2:6][CH2:5][C:4]=4[CH:3]=3)[CH3:18])[C:52]3[C:57](=[CH:56][CH:55]=[CH:54][CH:53]=3)[C:58]=2[CH:59]=[CH:60][CH:61]=1. Given the reactants Br[C:2]1[CH:3]=[C:4]2[C:9](=[CH:10][CH:11]=1)[CH2:8][CH:7]([NH2:12])[CH2:6][CH2:5]2.C([N:15]([CH2:18]C)[CH2:16]C)C.CN(C=O)C.Cl.CN.[BH-](OC(C)=O)(OC(C)=O)O[C:30](C)=O.[Na+].[C:42]([O-:45])([OH:44])=O.[Na+].[C:47](Cl)([O:49][CH2:50][CH:51]1[C:63]2[C:58](=[CH:59][CH:60]=[CH:61][CH:62]=2)[C:57]2[C:52]1=[CH:53][CH:54]=[CH:55][CH:56]=2)=[O:48].[CH2:65]1[CH2:69]OC[CH2:66]1, predict the reaction product. (4) Given the reactants [Br:1][C:2]1[CH:7]=[CH:6][CH:5]=[CH:4][C:3]=1[CH2:8][C:9](=O)[CH3:10].CC([O-])=O.[Na+].Cl.[NH2:18][OH:19], predict the reaction product. The product is: [Br:1][C:2]1[CH:7]=[CH:6][CH:5]=[CH:4][C:3]=1[CH2:8][C:9](=[N:18][OH:19])[CH3:10]. (5) Given the reactants N12CCCN=C1CCCCC2.Cl.[NH2:13][CH2:14][C:15]1[CH:23]=[CH:22][CH:21]=[C:20]2[C:16]=1[C:17](=[O:33])[N:18]([CH:25]1[CH2:30][CH2:29][C:28](=[O:31])[NH:27][C:26]1=[O:32])[C:19]2=[O:24].[CH3:34][N:35]1[C:39]([CH3:40])=[CH:38][C:37]([C:41](Cl)=[O:42])=[N:36]1, predict the reaction product. The product is: [O:32]=[C:26]1[CH:25]([N:18]2[C:17](=[O:33])[C:16]3[C:20](=[CH:21][CH:22]=[CH:23][C:15]=3[CH2:14][NH:13][C:41]([C:37]3[CH:38]=[C:39]([CH3:40])[N:35]([CH3:34])[N:36]=3)=[O:42])[C:19]2=[O:24])[CH2:30][CH2:29][C:28](=[O:31])[NH:27]1. (6) Given the reactants C[N+]1([O-])CC[O:5]CC1.[CH2:9]([O:12][C@H:13]1[CH2:17][N:16]([C:18]([O:20][C:21]([CH3:24])([CH3:23])[CH3:22])=[O:19])[C@@H:15]([C:25]([O:27][CH3:28])=[O:26])[CH2:14]1)[CH:10]=[CH2:11].S([O-])([O-])=O.[Na+].[Na+].[OH2:35], predict the reaction product. The product is: [OH:35][CH:10]([CH2:11][OH:5])[CH2:9][O:12][C@H:13]1[CH2:17][N:16]([C:18]([O:20][C:21]([CH3:22])([CH3:23])[CH3:24])=[O:19])[C@@H:15]([C:25]([O:27][CH3:28])=[O:26])[CH2:14]1. (7) Given the reactants [CH2:1]([N:3]1[C:8]2[N:9]=[C:10](S(C)=O)[N:11]=[CH:12][C:7]=2[CH:6]=[CH:5][C:4]1=[O:16])[CH3:2].[CH2:17]([N:19]([CH2:27][CH3:28])[C:20]1[CH:26]=[CH:25][C:23]([NH2:24])=[CH:22][CH:21]=1)[CH3:18], predict the reaction product. The product is: [CH2:27]([N:19]([CH2:17][CH3:18])[C:20]1[CH:26]=[CH:25][C:23]([NH:24][C:10]2[N:11]=[CH:12][C:7]3[CH:6]=[CH:5][C:4](=[O:16])[N:3]([CH2:1][CH3:2])[C:8]=3[N:9]=2)=[CH:22][CH:21]=1)[CH3:28]. (8) The product is: [OH:22][N:21]=[C:18]([C:15]1[CH:16]=[CH:17][C:11]2[O:10][C:9]([CH2:8][CH2:7][N:3]3[CH2:4][CH2:5][CH2:6][C@H:2]3[CH3:1])=[CH:13][C:12]=2[CH:14]=1)[NH2:19]. Given the reactants [CH3:1][C@@H:2]1[CH2:6][CH2:5][CH2:4][N:3]1[CH2:7][CH2:8][C:9]1[O:10][C:11]2[CH:17]=[CH:16][C:15]([C:18]#[N:19])=[CH:14][C:12]=2[CH:13]=1.Cl.[NH2:21][OH:22].C(=O)([O-])[O-].[K+].[K+], predict the reaction product.